From a dataset of Peptide-MHC class II binding affinity with 134,281 pairs from IEDB. Regression. Given a peptide amino acid sequence and an MHC pseudo amino acid sequence, predict their binding affinity value. This is MHC class II binding data. (1) The peptide sequence is IVACAKFTCAKSMSL. The MHC is DRB1_0901 with pseudo-sequence DRB1_0901. The binding affinity (normalized) is 0.584. (2) The peptide sequence is DESWQQFRQELIPLL. The MHC is HLA-DQA10102-DQB10602 with pseudo-sequence HLA-DQA10102-DQB10602. The binding affinity (normalized) is 0.142. (3) The peptide sequence is DDRFGLALSHLNAMS. The MHC is DRB1_0301 with pseudo-sequence DRB1_0301. The binding affinity (normalized) is 0.686. (4) The peptide sequence is SRATLYALSHAVNSY. The MHC is H-2-IAb with pseudo-sequence H-2-IAb. The binding affinity (normalized) is 0.333. (5) The peptide sequence is AAFNNAIKAGTGGAY. The MHC is DRB1_1101 with pseudo-sequence DRB1_1101. The binding affinity (normalized) is 0.526. (6) The peptide sequence is LGALLLWMGINARDRSIA. The MHC is DRB1_0301 with pseudo-sequence DRB1_0301. The binding affinity (normalized) is 0.241. (7) The peptide sequence is ILKGLYNFATCGLIG. The MHC is DRB1_0901 with pseudo-sequence DRB1_0901. The binding affinity (normalized) is 0.426.